This data is from Reaction yield outcomes from USPTO patents with 853,638 reactions. The task is: Predict the reaction yield, written as a fraction of the theoretical maximum amount of product (1.0 means a 100% yield; for example, 0.34 means a 34% yield). (1) The reactants are [NH2:1][C:2]1[C:3]([CH3:12])=[C:4]([CH:9]=[CH:10][CH:11]=1)[C:5]([O:7][CH3:8])=[O:6].[Br:13]Br. The catalyst is C(O)(=O)C.CO.S([O-])([O-])(=O)=S.[Na+].[Na+]. The product is [NH2:1][C:2]1[C:3]([CH3:12])=[C:4]([C:9]([Br:13])=[CH:10][CH:11]=1)[C:5]([O:7][CH3:8])=[O:6]. The yield is 0.550. (2) The reactants are C(NC(C)C)(C)C.C([Li])CCC.[CH:13]1([C:18]([O:20][CH3:21])=[O:19])[CH2:17][CH2:16][CH2:15][CH2:14]1.[Br:22][CH2:23][CH2:24][CH2:25][CH2:26]Br. The catalyst is C1COCC1. The product is [CH3:21][O:20][C:18]([C:13]1([CH2:26][CH2:25][CH2:24][CH2:23][Br:22])[CH2:17][CH2:16][CH2:15][CH2:14]1)=[O:19]. The yield is 0.480. (3) The reactants are [Cl:1][C:2]1[CH:7]=[C:6]([NH:8][CH2:9][CH2:10][C:11]2[CH:16]=[CH:15][C:14]([Cl:17])=[CH:13][C:12]=2[Cl:18])[N:5]=[C:4]([CH:19]([OH:22])CO)[N:3]=1.I([O-])(=O)(=O)=O.[Na+]. The catalyst is CO.O. The product is [Cl:1][C:2]1[CH:7]=[C:6]([NH:8][CH2:9][CH2:10][C:11]2[CH:16]=[CH:15][C:14]([Cl:17])=[CH:13][C:12]=2[Cl:18])[N:5]=[C:4]([CH:19]=[O:22])[N:3]=1. The yield is 0.930.